Regression/Classification. Given a drug SMILES string, predict its toxicity properties. Task type varies by dataset: regression for continuous values (e.g., LD50, hERG inhibition percentage) or binary classification for toxic/non-toxic outcomes (e.g., AMES mutagenicity, cardiotoxicity, hepatotoxicity). Dataset: herg. From a dataset of hERG channel blocking data for cardiac toxicity assessment. (1) The compound is O=C1NC[C@@H](c2ccccc2)C12CCN([C@H]1CCCC[C@@H]1c1ccccc1)CC2. The result is 1 (blocker). (2) The molecule is CC(C)Nc1cccnc1N1CCN(C(=O)C2=CC3=C[C@H](NS(C)(=O)=O)C=CC3=N2)CC1. The result is 0 (non-blocker). (3) The compound is COc1ccc2c3c1O[C@H]1C(=O)CC[C@@]4(O)[C@@H](C2)[NH+](C)CC[C@]314. The result is 0 (non-blocker). (4) The drug is COCC(=O)O[C@@]1(CC[NH+](C)CCCc2nc3ccccc3[nH]2)CCc2cc(F)ccc2[C@@H]1C(C)C. The result is 1 (blocker). (5) The drug is CC[C@@H](C)C(=O)O[C@@H]1C[C@@H](C)C=C2C=C[C@@H](C)[C@@H](CC[C@@H]3C[C@@H](O)CC(=O)O3)[C@H]21. The result is 1 (blocker). (6) The drug is C[C@H](CC(c1ccccc1)c1ccccc1)[NH2+]C(C)(C)C. The result is 1 (blocker). (7) The drug is O=C(NC1CCN(Cc2ccc3c(c2)OCCO3)CC1)c1cc(=O)c2ccc(F)cc2o1. The result is 1 (blocker). (8) The drug is COc1ccc(CC[NH2+]CCC[C@@](C#N)(c2ccc(OC)c(OC)c2)C(C)C)cc1OC. The result is 1 (blocker). (9) The drug is Cc1cnc(C(=O)NCCc2ccc(S(=O)([O-])=NC(=O)NC3CCCCC3)cc2)cn1. The result is 0 (non-blocker). (10) The drug is Cc1nnc(C(C)C)n1C1C[C@@H]2CC[C@H](C1)N2CC[C@H](NC(=O)C1CCC(F)(F)CC1)c1ccccc1. The result is 0 (non-blocker).